This data is from Reaction yield outcomes from USPTO patents with 853,638 reactions. The task is: Predict the reaction yield, written as a fraction of the theoretical maximum amount of product (1.0 means a 100% yield; for example, 0.34 means a 34% yield). (1) The reactants are CS[C:3]1[NH:8][C:7](=[O:9])[CH:6]=[CH:5][N:4]=1.[Cl:10][C:11]1[CH:12]=[C:13]([CH:15]=[CH:16][CH:17]=1)[NH2:14]. The catalyst is COCCOCCOC. The product is [Cl:10][C:11]1[CH:12]=[C:13]([NH:14][C:3]2[NH:8][C:7](=[O:9])[CH:6]=[CH:5][N:4]=2)[CH:15]=[CH:16][CH:17]=1. The yield is 0.660. (2) The reactants are [CH:1]1[CH:6]=[CH:5][C:4]([C:7]2[C:12]([N:13]=[C:14]=[O:15])=[CH:11][CH:10]=[CH:9][CH:8]=2)=[CH:3][CH:2]=1.[C:16]([C:20]1[CH:27]=[CH:26][C:23]([CH2:24][NH2:25])=[CH:22][CH:21]=1)([CH3:19])([CH3:18])[CH3:17].[C:28](Cl)(=[O:33])[CH2:29][C:30](Cl)=[O:31]. The catalyst is ClCCl. The product is [C:7]1([C:4]2[CH:3]=[CH:2][CH:1]=[CH:6][CH:5]=2)[CH:8]=[CH:9][CH:10]=[CH:11][C:12]=1[N:13]1[C:30](=[O:31])[CH2:29][C:28](=[O:33])[N:25]([CH2:24][C:23]2[CH:22]=[CH:21][C:20]([C:16]([CH3:19])([CH3:17])[CH3:18])=[CH:27][CH:26]=2)[C:14]1=[O:15]. The yield is 0.870. (3) The reactants are C(N1CCN([C:14]2[CH:23]=[N:22][C:21]3[C:16](=[CH:17][CH:18]=[CH:19][CH:20]=3)[N:15]=2)CC1)C1C=CC=CC=1.ClC(O[CH:28]=[CH2:29])=O. The catalyst is C(Cl)Cl. The product is [N:15]1([C:20]2[CH:19]=[CH:18][CH:17]=[C:16]3[C:21]=2[N:22]=[CH:23][CH:14]=[N:15]3)[CH2:29][CH2:28][NH:22][CH2:23][CH2:14]1. The yield is 0.640. (4) The reactants are [Br-].[CH3:2][P+](C1C=CC=CC=1)(C1C=CC=CC=1)C1C=CC=CC=1.[NH2-].[Na+].[O:24]1[CH2:29][CH2:28][C:27](=[O:30])[CH2:26][CH2:25]1.[CH2:31]([O:33][C:34](=[O:39])[CH:35](Cl)[NH:36]O)[CH3:32].O. The catalyst is CCOCC.C(Cl)Cl. The product is [CH2:31]([O:33][C:34]([C:35]1[CH2:2][C:27]2([CH2:28][CH2:29][O:24][CH2:25][CH2:26]2)[O:30][N:36]=1)=[O:39])[CH3:32]. The yield is 0.280. (5) The reactants are [CH3:1][C:2]1[CH:3]=[C:4]([CH2:31][C:32]([NH2:34])=[O:33])[CH:5]=[CH:6][C:7]=1/[CH:8]=[CH:9]/[S:10]([N:13]1[CH2:30][CH2:29][C:16]2([N:20]=[C:19]([CH:21]3[CH2:26][CH2:25][CH:24]([CH3:27])[CH2:23][CH2:22]3)[NH:18][C:17]2=[O:28])[CH2:15][CH2:14]1)(=[O:12])=[O:11].[H][H]. The catalyst is C(#N)C.[OH-].[Pd+2].[OH-]. The product is [CH3:1][C:2]1[CH:3]=[C:4]([CH2:31][C:32]([NH2:34])=[O:33])[CH:5]=[CH:6][C:7]=1[CH2:8][CH2:9][S:10]([N:13]1[CH2:14][CH2:15][C:16]2([N:20]=[C:19]([CH:21]3[CH2:22][CH2:23][CH:24]([CH3:27])[CH2:25][CH2:26]3)[NH:18][C:17]2=[O:28])[CH2:29][CH2:30]1)(=[O:12])=[O:11]. The yield is 0.720. (6) The reactants are [C:1]([O:5][C:6]([NH:8][C@H:9]([C:20]([NH:22][C@@H:23]([C:25]([NH:27][CH2:28][C@@H:29]([NH:37]C(OCC1C=CC=CC=1)=O)[CH2:30][C:31]1[CH:36]=[CH:35][CH:34]=[CH:33][CH:32]=1)=[O:26])[CH3:24])=[O:21])[CH2:10][C:11]1[C:16]([CH3:17])=[CH:15][C:14]([OH:18])=[CH:13][C:12]=1[CH3:19])=[O:7])([CH3:4])([CH3:3])[CH3:2].C([O-])=O.[NH4+]. The catalyst is CO.[OH-].[Pd+2].[OH-]. The product is [C:1]([O:5][C:6]([NH:8][C@H:9]([C:20]([NH:22][C@@H:23]([C:25]([NH:27][CH2:28][C@@H:29]([NH2:37])[CH2:30][C:31]1[CH:36]=[CH:35][CH:34]=[CH:33][CH:32]=1)=[O:26])[CH3:24])=[O:21])[CH2:10][C:11]1[C:16]([CH3:17])=[CH:15][C:14]([OH:18])=[CH:13][C:12]=1[CH3:19])=[O:7])([CH3:2])([CH3:3])[CH3:4]. The yield is 0.950. (7) The reactants are CCN(C(C)C)C(C)C.F[P-](F)(F)(F)(F)F.N1(OC(N(C)C)=[N+](C)C)C2C=CC=CC=2N=N1.[CH3:34][C@H:35]1[C:43]2[C:42]([CH:44]3[CH2:49][CH2:48][NH:47][CH2:46][CH2:45]3)=[N:41][CH:40]=[N:39][C:38]=2[CH2:37][CH2:36]1.[C:50]([O:54][C:55]([N:57]1[C:61]([CH3:63])([CH3:62])[CH2:60][CH2:59][C@H:58]1[C@H:64]([C:68]1[CH:73]=[CH:72][C:71]([Cl:74])=[CH:70][CH:69]=1)[C:65](O)=[O:66])=[O:56])([CH3:53])([CH3:52])[CH3:51]. The catalyst is C(Cl)Cl. The product is [Cl:74][C:71]1[CH:70]=[CH:69][C:68]([C@@H:64]([C@H:58]2[N:57]([C:55]([O:54][C:50]([CH3:53])([CH3:52])[CH3:51])=[O:56])[C:61]([CH3:63])([CH3:62])[CH2:60][CH2:59]2)[C:65]([N:47]2[CH2:48][CH2:49][CH:44]([C:42]3[C:43]4[C@H:35]([CH3:34])[CH2:36][CH2:37][C:38]=4[N:39]=[CH:40][N:41]=3)[CH2:45][CH2:46]2)=[O:66])=[CH:73][CH:72]=1. The yield is 0.840. (8) The reactants are [CH2:1]([O:3][C:4](=[O:13])[C:5]1[CH:10]=[C:9]([Cl:11])[N:8]=[C:7](Cl)[CH:6]=1)[CH3:2].C([O-])([O-])=O.[Cs+].[Cs+].[C:20]1([OH:26])[CH:25]=[CH:24][CH:23]=[CH:22][CH:21]=1. The catalyst is CN(C=O)C. The product is [CH2:1]([O:3][C:4](=[O:13])[C:5]1[CH:6]=[C:7]([O:26][C:20]2[CH:25]=[CH:24][CH:23]=[CH:22][CH:21]=2)[N:8]=[C:9]([Cl:11])[CH:10]=1)[CH3:2]. The yield is 0.570. (9) The reactants are [OH-].[Na+].[ClH:3].Cl.[CH3:5][N:6]1[C:10]2=[N:11][C:12]([O:15][C:16]3[CH:21]=[CH:20][CH:19]=[CH:18][CH:17]=3)=[CH:13][CH:14]=[C:9]2[N:8]=[C:7]1[CH2:22][O:23][C:24]1[CH:25]=[C:26]([CH:31]=[CH:32][CH:33]=1)[C:27]([O:29]C)=[O:28].Cl. The product is [ClH:3].[ClH:3].[CH3:5][N:6]1[C:10]2=[N:11][C:12]([O:15][C:16]3[CH:17]=[CH:18][CH:19]=[CH:20][CH:21]=3)=[CH:13][CH:14]=[C:9]2[N:8]=[C:7]1[CH2:22][O:23][C:24]1[CH:25]=[C:26]([CH:31]=[CH:32][CH:33]=1)[C:27]([OH:29])=[O:28]. The catalyst is O1CCOCC1. The yield is 0.650.